Dataset: Peptide-MHC class I binding affinity with 185,985 pairs from IEDB/IMGT. Task: Regression. Given a peptide amino acid sequence and an MHC pseudo amino acid sequence, predict their binding affinity value. This is MHC class I binding data. (1) The peptide sequence is DRFYKTLRA. The binding affinity (normalized) is 0. The MHC is HLA-A02:01 with pseudo-sequence HLA-A02:01. (2) The peptide sequence is SSLRREHIK. The MHC is HLA-A03:01 with pseudo-sequence HLA-A03:01. The binding affinity (normalized) is 0.355. (3) The peptide sequence is KQIVIINPM. The MHC is HLA-B15:17 with pseudo-sequence HLA-B15:17. The binding affinity (normalized) is 0.0847. (4) The peptide sequence is KAVRLIKFLY. The MHC is HLA-B40:01 with pseudo-sequence HLA-B40:01. The binding affinity (normalized) is 0. (5) The peptide sequence is LSHLSLGLI. The MHC is HLA-A29:02 with pseudo-sequence HLA-A29:02. The binding affinity (normalized) is 0.157.